Dataset: Forward reaction prediction with 1.9M reactions from USPTO patents (1976-2016). Task: Predict the product of the given reaction. Given the reactants [Br:1][C:2]1[CH:3]=[C:4]([CH:9]([CH:11]2[NH:16][CH2:15][CH:14]=[CH:13][NH:12]2)[OH:10])[CH:5]=[CH:6][C:7]=1[F:8], predict the reaction product. The product is: [Br:1][C:2]1[CH:3]=[C:4]([CH:5]=[CH:6][C:7]=1[F:8])[C:9]([CH:11]1[NH:16][CH2:15][CH2:14][CH:13]=[N:12]1)=[O:10].